This data is from NCI-60 drug combinations with 297,098 pairs across 59 cell lines. The task is: Regression. Given two drug SMILES strings and cell line genomic features, predict the synergy score measuring deviation from expected non-interaction effect. Drug 1: CC1=C(C(=CC=C1)Cl)NC(=O)C2=CN=C(S2)NC3=CC(=NC(=N3)C)N4CCN(CC4)CCO. Drug 2: C1C(C(OC1N2C=NC(=NC2=O)N)CO)O. Cell line: MALME-3M. Synergy scores: CSS=6.76, Synergy_ZIP=-2.28, Synergy_Bliss=-3.31, Synergy_Loewe=3.26, Synergy_HSA=-2.34.